Task: Predict the reactants needed to synthesize the given product.. Dataset: Full USPTO retrosynthesis dataset with 1.9M reactions from patents (1976-2016) (1) Given the product [O:35]1[CH:5]([CH2:6][C@H:7]([C@@H:9]2[C@:26]3([CH3:27])[C@H:12]([C@H:13]4[C@H:23]([CH2:24][CH2:25]3)[C@:21]3([CH3:22])[C:16](=[CH:17][C:18](=[O:28])[CH2:19][CH2:20]3)[CH2:15][CH2:14]4)[CH2:11][CH2:10]2)[CH3:8])[CH:4]1[C:2]1([O:30][CH2:3]1)[CH3:1], predict the reactants needed to synthesize it. The reactants are: [CH3:1][C:2](=[CH:4][CH2:5][CH2:6][C@H:7]([C@@H:9]1[C@:26]2([CH3:27])[C@H:12]([C@H:13]3[C@H:23]([CH2:24][CH2:25]2)[C@:21]2([CH3:22])[C:16](=[CH:17][C:18](=[O:28])[CH2:19][CH2:20]2)[CH:15]=[CH:14]3)[CH2:11][CH2:10]1)[CH3:8])[CH3:3].Cl[O:30]C(C)(C)C.[OH2:35]. (2) Given the product [CH2:13]([N:20]([CH2:7][C@@H:5]1[NH:6][C:2](=[O:1])[CH2:3][CH2:4]1)[CH2:21][CH2:22][OH:23])[C:14]1[CH:19]=[CH:18][CH:17]=[CH:16][CH:15]=1, predict the reactants needed to synthesize it. The reactants are: [O:1]=[C:2]1[NH:6][C@@H:5]([CH2:7]OS(C)(=O)=O)[CH2:4][CH2:3]1.[CH2:13]([NH:20][CH2:21][CH2:22][OH:23])[C:14]1[CH:19]=[CH:18][CH:17]=[CH:16][CH:15]=1. (3) Given the product [Cl:20][C:21]1[CH:29]=[CH:28][C:24]([C:25]([NH:1][C:2]2[CH:3]=[C:4]([C:8]#[C:9][C:10]3[CH:11]=[N:12][CH:13]=[C:14]([CH:19]=3)[C:15]([O:17][CH3:18])=[O:16])[CH:5]=[CH:6][CH:7]=2)=[O:26])=[CH:23][C:22]=1[C:30]([F:31])([F:32])[F:33], predict the reactants needed to synthesize it. The reactants are: [NH2:1][C:2]1[CH:3]=[C:4]([C:8]#[C:9][C:10]2[CH:11]=[N:12][CH:13]=[C:14]([CH:19]=2)[C:15]([O:17][CH3:18])=[O:16])[CH:5]=[CH:6][CH:7]=1.[Cl:20][C:21]1[CH:29]=[CH:28][C:24]([C:25](O)=[O:26])=[CH:23][C:22]=1[C:30]([F:33])([F:32])[F:31]. (4) Given the product [CH3:16][CH:14]([CH3:15])[CH2:13][C@H:12]([NH:11][C:10]([C@@H:8]([NH:7][C:6](=[O:31])[C@@H:33]([NH:32][C:58](=[O:59])[CH2:57][CH2:56][C:50]1[CH:55]=[CH:54][CH:53]=[CH:52][CH:51]=1)[CH2:37][C:38]1[CH:43]=[CH:42][C:41]([O:44][CH3:45])=[C:40]([O:46][CH3:47])[C:39]=1[O:48][CH3:49])[CH3:9])=[O:30])[B:17]1[O:25][C@H:24]2[C@:19]([CH3:29])([C@H:20]3[CH2:26][C@@H:22]([CH2:23]2)[C:21]3([CH3:28])[CH3:27])[O:18]1, predict the reactants needed to synthesize it. The reactants are: C(O[C:6](=[O:31])[NH:7][C@H:8]([C:10](=[O:30])[NH:11][C@H:12]([B:17]1[O:25][C@H:24]2[C@:19]([CH3:29])([C@H:20]3[CH2:26][C@@H:22]([CH2:23]2)[C:21]3([CH3:28])[CH3:27])[O:18]1)[CH2:13][CH:14]([CH3:16])[CH3:15])[CH3:9])(C)(C)C.[NH2:32][C@@H:33]([CH2:37][C:38]1[CH:43]=[CH:42][C:41]([O:44][CH3:45])=[C:40]([O:46][CH3:47])[C:39]=1[O:48][CH3:49])C(O)=O.[C:50]1([CH2:56][CH2:57][C:58](O)=[O:59])[CH:55]=[CH:54][CH:53]=[CH:52][CH:51]=1. (5) The reactants are: C[O:2][C:3](=O)[CH2:4][O:5][C:6]1[CH:11]=[CH:10][CH:9]=[C:8]([F:12])[C:7]=1[N+:13]([O-])=O. Given the product [F:12][C:8]1[C:7]2[NH:13][C:3](=[O:2])[CH2:4][O:5][C:6]=2[CH:11]=[CH:10][CH:9]=1, predict the reactants needed to synthesize it. (6) Given the product [CH3:6][O:7][CH2:8][C@H:9]([NH:20][C:21](=[O:35])[C@@H:22]([N:26]([CH2:27][C:28]1[O:29][C:30](=[O:34])[O:31][C:32]=1[CH3:33])[C:42]([C:39]1[S:38][C:37]([CH3:36])=[N:41][CH:40]=1)=[O:43])[CH2:23][O:24][CH3:25])[C:10]([O:12][CH2:13][C:14]1[CH:15]=[CH:16][CH:17]=[CH:18][CH:19]=1)=[O:11], predict the reactants needed to synthesize it. The reactants are: P(Cl)(Cl)(Cl)=O.[CH3:6][O:7][CH2:8][C@H:9]([NH:20][C:21](=[O:35])[C@@H:22]([NH:26][CH2:27][C:28]1[O:29][C:30](=[O:34])[O:31][C:32]=1[CH3:33])[CH2:23][O:24][CH3:25])[C:10]([O:12][CH2:13][C:14]1[CH:19]=[CH:18][CH:17]=[CH:16][CH:15]=1)=[O:11].[CH3:36][C:37]1[S:38][C:39]([C:42](O)=[O:43])=[CH:40][N:41]=1.N1C=CC=CC=1. (7) Given the product [CH:19]1([NH:18][C:16]([C:11]2[N:10]=[N:9][N:8]([C:5]3[CH:6]=[CH:7][C:2]([NH:1][C:31](=[O:32])[C:30]([F:41])([F:40])[F:29])=[CH:3][CH:4]=3)[C:12]=2[CH2:13][CH2:14][CH3:15])=[O:17])[CH2:20][CH2:21]1, predict the reactants needed to synthesize it. The reactants are: [NH2:1][C:2]1[CH:7]=[CH:6][C:5]([N:8]2[C:12]([CH2:13][CH2:14][CH3:15])=[C:11]([C:16]([NH:18][CH:19]3[CH2:21][CH2:20]3)=[O:17])[N:10]=[N:9]2)=[CH:4][CH:3]=1.C(N(CC)CC)C.[F:29][C:30]([F:41])([F:40])[C:31](O[C:31](=[O:32])[C:30]([F:41])([F:40])[F:29])=[O:32].